From a dataset of Catalyst prediction with 721,799 reactions and 888 catalyst types from USPTO. Predict which catalyst facilitates the given reaction. (1) Reactant: N[C@H:2]1[CH2:7][CH2:6][C@H:5]([CH2:8][NH:9][C:10](=[O:16])[O:11][C:12]([CH3:15])([CH3:14])[CH3:13])[CH2:4][CH2:3]1.C=O.[C:19]([BH3-])#[N:20].[Na+].[C:23](O)(=O)C. Product: [CH3:23][N:20]([CH3:19])[C@H:2]1[CH2:7][CH2:6][C@H:5]([CH2:8][NH:9][C:10](=[O:16])[O:11][C:12]([CH3:15])([CH3:14])[CH3:13])[CH2:4][CH2:3]1. The catalyst class is: 5. (2) Reactant: C(O)(=O)C=O.[CH2:6]([OH:28])[C@H:7]1[O:12][C@@H:11]([O:13][C@H]2[C@H](O)[C@@H](O)[C@H](O)O[C@@H]2CO)[C@H:10]([OH:25])[C@@H:9]([OH:26])[C@@H:8]1[OH:27]. Product: [O:13]=[CH:11][C@@H:10]([C@H:9]([C@@H:8]([C@@H:7]([CH2:6][OH:28])[OH:12])[OH:27])[OH:26])[OH:25]. The catalyst class is: 6.